This data is from NCI-60 drug combinations with 297,098 pairs across 59 cell lines. The task is: Regression. Given two drug SMILES strings and cell line genomic features, predict the synergy score measuring deviation from expected non-interaction effect. (1) Drug 1: CNC(=O)C1=CC=CC=C1SC2=CC3=C(C=C2)C(=NN3)C=CC4=CC=CC=N4. Drug 2: COC1=C(C=C2C(=C1)N=CN=C2NC3=CC(=C(C=C3)F)Cl)OCCCN4CCOCC4. Cell line: SK-OV-3. Synergy scores: CSS=49.6, Synergy_ZIP=10.1, Synergy_Bliss=10.1, Synergy_Loewe=5.59, Synergy_HSA=8.74. (2) Drug 1: CCCS(=O)(=O)NC1=C(C(=C(C=C1)F)C(=O)C2=CNC3=C2C=C(C=N3)C4=CC=C(C=C4)Cl)F. Drug 2: C1=C(C(=O)NC(=O)N1)F. Cell line: SK-OV-3. Synergy scores: CSS=18.1, Synergy_ZIP=-0.955, Synergy_Bliss=2.80, Synergy_Loewe=0.287, Synergy_HSA=2.30. (3) Drug 1: C1=NC2=C(N1)C(=S)N=C(N2)N. Drug 2: C(CCl)NC(=O)N(CCCl)N=O. Cell line: MDA-MB-435. Synergy scores: CSS=15.6, Synergy_ZIP=-2.31, Synergy_Bliss=2.42, Synergy_Loewe=-16.5, Synergy_HSA=-1.06.